From a dataset of Forward reaction prediction with 1.9M reactions from USPTO patents (1976-2016). Predict the product of the given reaction. (1) Given the reactants [CH:1]([NH:4][C:5]1[N:10]=[C:9]([NH:11][CH2:12][CH2:13][CH3:14])[N:8]=[C:7]([NH:15][CH2:16][C:17]#[CH:18])[N:6]=1)([CH3:3])[CH3:2].[OH:19][S:20]([OH:23])(=[O:22])=[O:21].S(O)(O)(=O)=O.CN(C)C1N=C(NCCC)N=C(NCC#C)N=1.CN(C)C1N=C(NCCC)N=C(NCC#C)N=1, predict the reaction product. The product is: [S:20]([OH:23])([OH:22])(=[O:21])=[O:19].[CH:1]([NH:4][C:5]1[N:6]=[C:7]([NH:15][CH2:16][CH2:17][CH3:18])[N:8]=[C:9]([NH:11][CH2:12][C:13]#[CH:14])[N:10]=1)([CH3:3])[CH3:2].[CH:1]([NH:4][C:5]1[N:6]=[C:7]([NH:15][CH2:16][CH2:17][CH3:18])[N:8]=[C:9]([NH:11][CH2:12][C:13]#[CH:14])[N:10]=1)([CH3:3])[CH3:2]. (2) Given the reactants C[O:2][C:3]1[C:11]([O:12][CH3:13])=[CH:10][CH:9]=[C:8]2[C:4]=1[CH2:5][CH2:6][C:7]2=[O:14].[Cl-].[Al+3].[Cl-].[Cl-], predict the reaction product. The product is: [OH:2][C:3]1[C:11]([O:12][CH3:13])=[CH:10][CH:9]=[C:8]2[C:4]=1[CH2:5][CH2:6][C:7]2=[O:14]. (3) Given the reactants [Cl:1][C:2]1[CH:7]=[CH:6][C:5]([C:8]2[CH:13]=[N:12][N:11]3[C:14](=[O:17])[NH:15][N:16]=[C:10]3[C:9]=2[C:18]2[CH:23]=[CH:22][C:21]([Cl:24])=[CH:20][CH:19]=2)=[CH:4][CH:3]=1.[C:25]([O-])([O-])=O.[K+].[K+].IC, predict the reaction product. The product is: [Cl:1][C:2]1[CH:7]=[CH:6][C:5]([C:8]2[CH:13]=[N:12][N:11]3[C:14](=[O:17])[N:15]([CH3:25])[N:16]=[C:10]3[C:9]=2[C:18]2[CH:23]=[CH:22][C:21]([Cl:24])=[CH:20][CH:19]=2)=[CH:4][CH:3]=1. (4) Given the reactants [CH2:1]([O:3][C:4]([C:6]1[N:7]([CH3:16])[C:8]2[C:13]([CH:14]=1)=[CH:12][C:11]([NH2:15])=[CH:10][CH:9]=2)=[O:5])[CH3:2].C(N(CC)CC)C.C(=O)=O.CC(C)=O.[O:31](S(C(F)(F)F)(=O)=O)[S:32]([C:35]([F:38])([F:37])[F:36])(=O)=[O:33], predict the reaction product. The product is: [CH2:1]([O:3][C:4]([C:6]1[N:7]([CH3:16])[C:8]2[C:13]([CH:14]=1)=[CH:12][C:11]([NH:15][S:32]([C:35]([F:38])([F:37])[F:36])(=[O:33])=[O:31])=[CH:10][CH:9]=2)=[O:5])[CH3:2]. (5) Given the reactants [F:1][C:2]1[CH:3]=[N:4][CH:5]=[CH:6][C:7]=1[C:8]1[C:9]([C:16]2[CH:17]=[N:18][CH:19]=[CH:20][CH:21]=2)=[N:10][C:11]([NH2:15])=[C:12]([NH2:14])[CH:13]=1.C1C[O:25][CH2:24]C1.C(N1C=CN=C1)(N1C=CN=C1)=O, predict the reaction product. The product is: [F:1][C:2]1[CH:3]=[N:4][CH:5]=[CH:6][C:7]=1[C:8]1[CH:13]=[C:12]2[NH:14][C:24](=[O:25])[NH:15][C:11]2=[N:10][C:9]=1[C:16]1[CH:17]=[N:18][CH:19]=[CH:20][CH:21]=1. (6) Given the reactants [Li][CH2:2]CCC.[C:6]1([CH:12]2[CH2:15][C:14](=O)[CH2:13]2)[CH:11]=[CH:10][CH:9]=[CH:8][CH:7]=1, predict the reaction product. The product is: [CH2:2]=[C:14]1[CH2:15][CH:12]([C:6]2[CH:11]=[CH:10][CH:9]=[CH:8][CH:7]=2)[CH2:13]1. (7) Given the reactants [I:1][C:2]1[CH:3]=[C:4]2[C:9](=[CH:10][CH:11]=1)[O:8][C@H:7]([C:12]([OH:14])=O)[CH2:6][CH2:5]2.Cl.Cl.[NH2:17][CH2:18][C@@H:19]([C:21]1[CH:22]=[N:23][CH:24]=[CH:25][CH:26]=1)[OH:20], predict the reaction product. The product is: [OH:20][C@H:19]([C:21]1[CH:22]=[N:23][CH:24]=[CH:25][CH:26]=1)[CH2:18][NH:17][C:12]([C@@H:7]1[CH2:6][CH2:5][C:4]2[C:9](=[CH:10][CH:11]=[C:2]([I:1])[CH:3]=2)[O:8]1)=[O:14]. (8) Given the reactants [Cl:1][C:2]1[CH:19]=[CH:18][C:5]([CH2:6][N:7]2[C:17]3[C:12](=[CH:13][CH:14]=[CH:15][CH:16]=3)[C:10](=O)[C:8]2=[O:9])=[CH:4][CH:3]=1.[C:20]([NH:28][NH2:29])(=[O:27])[C:21]1[CH:26]=[CH:25][CH:24]=[CH:23][CH:22]=1, predict the reaction product. The product is: [Cl:1][C:2]1[CH:19]=[CH:18][C:5]([CH2:6][N:7]2[C:17]3[C:12](=[CH:13][CH:14]=[CH:15][CH:16]=3)/[C:10](=[N:29]/[NH:28][C:20](=[O:27])[C:21]3[CH:26]=[CH:25][CH:24]=[CH:23][CH:22]=3)/[C:8]2=[O:9])=[CH:4][CH:3]=1. (9) Given the reactants Cl.[NH2:2][C:3]1[CH:4]=[C:5]([NH:10][C:11](=[O:23])[C:12]2[CH:17]=[CH:16][CH:15]=[C:14]([C:18]([C:21]#[N:22])([CH3:20])[CH3:19])[CH:13]=2)[CH:6]=[CH:7][C:8]=1[CH3:9].C[Al](C)C.[Br:28][C:29]1[C:33]2=[N:34][CH:35]=[CH:36][N:37]=[C:32]2[S:31][C:30]=1[C:38](OCC)=[O:39], predict the reaction product. The product is: [Br:28][C:29]1[C:33]2[C:32](=[N:37][CH:36]=[CH:35][N:34]=2)[S:31][C:30]=1[C:38]([NH:2][C:3]1[CH:4]=[C:5]([NH:10][C:11](=[O:23])[C:12]2[CH:17]=[CH:16][CH:15]=[C:14]([C:18]([C:21]#[N:22])([CH3:20])[CH3:19])[CH:13]=2)[CH:6]=[CH:7][C:8]=1[CH3:9])=[O:39].